This data is from Catalyst prediction with 721,799 reactions and 888 catalyst types from USPTO. The task is: Predict which catalyst facilitates the given reaction. (1) Reactant: [O-:1][CH2:2][CH3:3].[Na+].[F:5][CH:6]([F:12])[C:7](OCC)=[O:8].[CH3:13][CH2:14][OH:15]. Product: [F:5][CH:6]([F:12])[C:7](=[O:8])[CH2:3][C:2]([O:15][CH2:14][CH3:13])=[O:1]. The catalyst class is: 25. (2) Reactant: O[CH:2]([CH:7]1[CH2:12][CH2:11][N:10]([C:13]([O:15][CH2:16][C:17]2[CH:22]=[CH:21][CH:20]=[CH:19][CH:18]=2)=[O:14])[CH2:9][CH2:8]1)[CH2:3][CH2:4][CH:5]=[CH2:6].C(Br)(Br)(Br)[Br:24].C1(P(C2C=CC=CC=2)C2C=CC=CC=2)C=CC=CC=1. Product: [Br:24][CH:2]([CH:7]1[CH2:12][CH2:11][N:10]([C:13]([O:15][CH2:16][C:17]2[CH:22]=[CH:21][CH:20]=[CH:19][CH:18]=2)=[O:14])[CH2:9][CH2:8]1)[CH2:3][CH2:4][CH:5]=[CH2:6]. The catalyst class is: 1. (3) Reactant: [N:1]1([C:7]([OH:9])=[O:8])[CH2:5][CH2:4][CH2:3][C:2]1=[O:6].[O-2].[Zn+2:11].O.N[C@H](C([O-])=O)CCC([O-])=O.[Na+:23].[Na+]. Product: [Zn:11].[N:1]1([C:7]([O-:9])=[O:8])[CH2:5][CH2:4][CH2:3][C:2]1=[O:6].[Na+:23]. The catalyst class is: 6. (4) Reactant: [BH4-].[Na+].[CH2:3]([C@:10]12[C:23]3[C:18](=[CH:19][C:20]([C:24]([O:26][CH3:27])=[O:25])=[CH:21][CH:22]=3)[C:17](=[O:28])[CH2:16][C@H:15]1[CH2:14][C:13]1([O:32][CH2:31][CH2:30][O:29]1)[CH2:12][CH2:11]2)[C:4]1[CH:9]=[CH:8][CH:7]=[CH:6][CH:5]=1. Product: [CH2:3]([C@:10]12[C:23]3[C:18](=[CH:19][C:20]([C:24]([O:26][CH3:27])=[O:25])=[CH:21][CH:22]=3)[CH:17]([OH:28])[CH2:16][C@H:15]1[CH2:14][C:13]1([O:29][CH2:30][CH2:31][O:32]1)[CH2:12][CH2:11]2)[C:4]1[CH:5]=[CH:6][CH:7]=[CH:8][CH:9]=1. The catalyst class is: 5. (5) Reactant: [CH3:1][O:2][C:3]([C@@H:5]1[CH2:9][C@H:8]([OH:10])[CH2:7][N:6]1[C:11]([O:13][C:14]([CH3:17])([CH3:16])[CH3:15])=[O:12])=[O:4].N1C=CN=C1.[C:23]([Si:27](Cl)([C:34]1[CH:39]=[CH:38][CH:37]=[CH:36][CH:35]=1)[C:28]1[CH:33]=[CH:32][CH:31]=[CH:30][CH:29]=1)([CH3:26])([CH3:25])[CH3:24]. Product: [CH3:1][O:2][C:3]([C@@H:5]1[CH2:9][C@H:8]([O:10][Si:27]([C:23]([CH3:26])([CH3:25])[CH3:24])([C:34]2[CH:35]=[CH:36][CH:37]=[CH:38][CH:39]=2)[C:28]2[CH:33]=[CH:32][CH:31]=[CH:30][CH:29]=2)[CH2:7][N:6]1[C:11]([O:13][C:14]([CH3:17])([CH3:16])[CH3:15])=[O:12])=[O:4]. The catalyst class is: 2. (6) Reactant: [O:1]1[C:5]2[CH:6]=[CH:7][C:8]([C:10](=O)[CH2:11][C:12]([O:14]CC)=O)=[CH:9][C:4]=2[O:3][CH2:2]1.CC1C=CC(S(O)(=O)=O)=CC=1.[NH2:29][C:30]1[C:34]([C:35]([NH:37][CH2:38][CH2:39][CH3:40])=[O:36])=[C:33]([NH2:41])[NH:32][N:31]=1. Product: [NH2:41][C:33]1[C:34]([C:35]([NH:37][CH2:38][CH2:39][CH3:40])=[O:36])=[C:30]2[NH:29][C:10]([C:8]3[CH:7]=[CH:6][C:5]4[O:1][CH2:2][O:3][C:4]=4[CH:9]=3)=[CH:11][C:12](=[O:14])[N:31]2[N:32]=1. The catalyst class is: 114.